Dataset: Full USPTO retrosynthesis dataset with 1.9M reactions from patents (1976-2016). Task: Predict the reactants needed to synthesize the given product. (1) Given the product [Cl:34][C:35]1[CH:36]=[C:37]([C:38]([N:29]2[CH2:28][CH2:27][CH:26]([N:23]3[C:19]4=[N:20][CH:21]=[N:22][C:17]([O:16][C:15]5[CH:14]=[CH:13][C:12]([S:9]([CH3:8])(=[O:11])=[O:10])=[CH:33][CH:32]=5)=[C:18]4[CH:25]=[N:24]3)[CH2:31][CH2:30]2)=[O:39])[CH:41]=[C:42]([Cl:44])[CH:43]=1, predict the reactants needed to synthesize it. The reactants are: FC(F)(F)C(O)=O.[CH3:8][S:9]([C:12]1[CH:33]=[CH:32][C:15]([O:16][C:17]2[N:22]=[CH:21][N:20]=[C:19]3[N:23]([CH:26]4[CH2:31][CH2:30][NH:29][CH2:28][CH2:27]4)[N:24]=[CH:25][C:18]=23)=[CH:14][CH:13]=1)(=[O:11])=[O:10].[Cl:34][C:35]1[CH:36]=[C:37]([CH:41]=[C:42]([Cl:44])[CH:43]=1)[C:38](Cl)=[O:39]. (2) Given the product [CH3:10][O:11][S:12]([O-:15])(=[O:14])=[O:13].[CH3:1][NH+:2]1[CH2:6][CH2:5][N:4]([CH3:7])[CH:3]1[Cl:8], predict the reactants needed to synthesize it. The reactants are: [CH3:1][N:2]1[CH2:6][CH2:5][N:4]([CH3:7])[C:3]1(Cl)[Cl:8].[CH3:10][O:11][S:12]([O-:15])(=[O:14])=[O:13].[Na+]. (3) Given the product [CH2:10]([N:12]([CH2:16][CH3:17])[C:13](=[S:14])[O:9][C:4]1[CH:3]=[C:2]([Br:1])[CH:7]=[C:6]([Br:8])[CH:5]=1)[CH3:11], predict the reactants needed to synthesize it. The reactants are: [Br:1][C:2]1[CH:3]=[C:4]([OH:9])[CH:5]=[C:6]([Br:8])[CH:7]=1.[CH2:10]([N:12]([CH2:16][CH3:17])[C:13](Cl)=[S:14])[CH3:11].[H-].[Na+]. (4) The reactants are: [CH:1]([C:4]1[C:5]([O:40][CH2:41][C:42]2[CH:47]=[CH:46][CH:45]=[CH:44][CH:43]=2)=[CH:6][C:7]([O:32][CH2:33][C:34]2[CH:39]=[CH:38][CH:37]=[CH:36][CH:35]=2)=[C:8]([C:10]2[N:11]([C:22]3[CH:23]=[C:24]4[C:28](=[CH:29][CH:30]=3)[N:27]([CH3:31])[CH:26]=[CH:25]4)[C:12]([NH:15][C:16]3[CH:21]=CC=CC=3)=[N:13][N:14]=2)[CH:9]=1)([CH3:3])[CH3:2].CN(C)C=[O:51].C(C1NC=CN=1)(=O)C. Given the product [CH2:33]([O:32][C:7]1[CH:6]=[C:5]([O:40][CH2:41][C:42]2[CH:43]=[CH:44][CH:45]=[CH:46][CH:47]=2)[C:4]([CH:1]([CH3:2])[CH3:3])=[CH:9][C:8]=1[C:10]1[N:11]([C:22]2[CH:23]=[C:24]3[C:28](=[CH:29][CH:30]=2)[N:27]([CH3:31])[CH:26]=[CH:25]3)[C:12]([NH:15][C:16](=[O:51])[CH3:21])=[N:13][N:14]=1)[C:34]1[CH:39]=[CH:38][CH:37]=[CH:36][CH:35]=1, predict the reactants needed to synthesize it.